This data is from Reaction yield outcomes from USPTO patents with 853,638 reactions. The task is: Predict the reaction yield, written as a fraction of the theoretical maximum amount of product (1.0 means a 100% yield; for example, 0.34 means a 34% yield). (1) The reactants are Cl.[NH2:2][C@H:3]([C:5]1[CH:10]=[CH:9][C:8]([CH2:11][OH:12])=[CH:7][CH:6]=1)[CH3:4].F[C:14]1[N:19]=[C:18]([N:20]2[C@@H:24]([CH:25]([CH3:27])[CH3:26])[CH2:23][O:22][C:21]2=[O:28])[CH:17]=[CH:16][N:15]=1.CCN(C(C)C)C(C)C. The product is [OH:12][CH2:11][C:8]1[CH:9]=[CH:10][C:5]([C@@H:3]([NH:2][C:14]2[N:19]=[C:18]([N:20]3[C@@H:24]([CH:25]([CH3:26])[CH3:27])[CH2:23][O:22][C:21]3=[O:28])[CH:17]=[CH:16][N:15]=2)[CH3:4])=[CH:6][CH:7]=1. The catalyst is CS(C)=O.CCOC(C)=O. The yield is 0.840. (2) The reactants are [F:1][C:2]1[CH:28]=[CH:27][C:5]([CH2:6][CH:7]2[CH2:12][CH2:11][N:10]([CH2:13][C:14]([NH:16][C:17]3[CH:26]=[CH:25][C:20]4[NH:21][C:22](=[O:24])[O:23][C:19]=4[CH:18]=3)=[O:15])[CH2:9][CH2:8]2)=[CH:4][CH:3]=1.[ClH:29]. The catalyst is C(OCC)C.C(OCC)(=O)C. The product is [ClH:29].[F:1][C:2]1[CH:3]=[CH:4][C:5]([CH2:6][CH:7]2[CH2:8][CH2:9][N:10]([CH2:13][C:14]([NH:16][C:17]3[CH:26]=[CH:25][C:20]4[NH:21][C:22](=[O:24])[O:23][C:19]=4[CH:18]=3)=[O:15])[CH2:11][CH2:12]2)=[CH:27][CH:28]=1. The yield is 1.00. (3) The reactants are [CH3:1][O:2][C:3](=[O:15])[C:4]1[CH:9]=[C:8]([N+:10]([O-])=O)[C:7]([OH:13])=[C:6]([Cl:14])[CH:5]=1. The catalyst is CO.O.[Fe]. The product is [CH3:1][O:2][C:3](=[O:15])[C:4]1[CH:5]=[C:6]([Cl:14])[C:7]([OH:13])=[C:8]([NH2:10])[CH:9]=1. The yield is 0.680. (4) The reactants are Cl[C:2]1[CH:7]=[C:6]([C:8]([F:11])([F:10])[F:9])[CH:5]=[CH:4][N:3]=1.[CH3:12][O-:13].[Na+].O. The catalyst is CO. The product is [F:9][C:8]([F:11])([F:10])[C:6]1[CH:5]=[CH:4][N:3]=[C:2]([O:13][CH3:12])[CH:7]=1. The yield is 0.850. (5) The reactants are [CH3:1][O:2][CH:3]=P(C1C=CC=CC=1)(C1C=CC=CC=1)C1C=CC=CC=1.CC(C)([O-])C.[K+].[C:29]12([O:44][CH2:43][CH2:42][O:41]1)[C:38]1[C:33](=[CH:34][CH:35]=[CH:36][CH:37]=1)[CH2:32][C@@H:31]([CH:39]=O)[CH2:30]2. The catalyst is O1CCCC1. The product is [CH3:1][O:2][CH:3]=[CH:39][C@@H:31]1[CH2:32][C:33]2[C:38](=[CH:37][CH:36]=[CH:35][CH:34]=2)[C:29]2([O:44][CH2:43][CH2:42][O:41]2)[CH2:30]1. The yield is 0.780.